Dataset: Forward reaction prediction with 1.9M reactions from USPTO patents (1976-2016). Task: Predict the product of the given reaction. Given the reactants S[NH:2][C@:3]([CH3:17])([C:14]([OH:16])=O)[CH2:4][C:5]1[C:13]2[C:8](=[CH:9][CH:10]=[CH:11][CH:12]=2)[NH:7][CH:6]=1.Cl[C:19]1[S:20][CH:21]=[C:22]([C:24]2[CH:29]=[CH:28][C:27]([N+:30]([O-:32])=[O:31])=[CH:26][CH:25]=2)[N:23]=1.C([O-])([O-])=O.[K+].[K+].CN(C(ON1N=NC2C=CC=CC1=2)=[N+](C)C)C.F[P-](F)(F)(F)(F)F.[CH3:63][O:64][C:65]1[CH:66]=[CH:67][C:68]([C:71]2([CH2:77][NH2:78])[CH2:76][CH2:75][CH2:74][CH2:73][CH2:72]2)=[N:69][CH:70]=1, predict the reaction product. The product is: [NH:7]1[C:8]2[C:13](=[CH:12][CH:11]=[CH:10][CH:9]=2)[C:5]([CH2:4][C@:3]([CH3:17])([NH:2][C:19]2[S:20][CH:21]=[C:22]([C:24]3[CH:29]=[CH:28][C:27]([N+:30]([O-:32])=[O:31])=[CH:26][CH:25]=3)[N:23]=2)[C:14]([NH:78][CH2:77][C:71]2([C:68]3[CH:67]=[CH:66][C:65]([O:64][CH3:63])=[CH:70][N:69]=3)[CH2:72][CH2:73][CH2:74][CH2:75][CH2:76]2)=[O:16])=[CH:6]1.